Dataset: Full USPTO retrosynthesis dataset with 1.9M reactions from patents (1976-2016). Task: Predict the reactants needed to synthesize the given product. (1) The reactants are: Cl.[CH3:2][O:3][C:4]1[CH:9]=[CH:8][C:7]([NH:10][NH2:11])=[CH:6][CH:5]=1.C(N(CC)CC)C.[Cl:19][C:20]1[CH:25]=[CH:24][C:23]([C:26](=O)[C:27]#[C:28][C:29]2([OH:39])[CH2:38][CH2:37][C:32]3([O:36][CH2:35][CH2:34][O:33]3)[CH2:31][CH2:30]2)=[CH:22][CH:21]=1. Given the product [Cl:19][C:20]1[CH:25]=[CH:24][C:23]([C:26]2[N:10]([C:7]3[CH:8]=[CH:9][C:4]([O:3][CH3:2])=[CH:5][CH:6]=3)[N:11]=[C:28]([C:29]3([OH:39])[CH2:30][CH2:31][C:32]4([O:33][CH2:34][CH2:35][O:36]4)[CH2:37][CH2:38]3)[CH:27]=2)=[CH:22][CH:21]=1, predict the reactants needed to synthesize it. (2) Given the product [CH3:61][O:62][C:63]1[N:68]=[C:67]([NH:69][C:44]2[CH:45]=[CH:46][C:47]3[CH2:48][N:49]([CH3:60])[CH2:50][CH:51]([CH2:55][C:56]([F:59])([F:58])[F:57])[O:52][C:53]=3[N:54]=2)[CH:66]=[CH:65][C:64]=1[C:70]1[CH:75]=[CH:74][N:73]=[C:72]([CH3:76])[N:71]=1, predict the reactants needed to synthesize it. The reactants are: CC1(C)C2C(=C(P(C3C=CC=CC=3)C3C=CC=CC=3)C=CC=2)OC2C(P(C3C=CC=CC=3)C3C=CC=CC=3)=CC=CC1=2.Cl[C:44]1[CH:45]=[CH:46][C:47]2[CH2:48][N:49]([CH3:60])[CH2:50][CH:51]([CH2:55][C:56]([F:59])([F:58])[F:57])[O:52][C:53]=2[N:54]=1.[CH3:61][O:62][C:63]1[N:68]=[C:67]([NH2:69])[CH:66]=[CH:65][C:64]=1[C:70]1[CH:75]=[CH:74][N:73]=[C:72]([CH3:76])[N:71]=1.C(=O)([O-])[O-].[Cs+].[Cs+]. (3) Given the product [CH3:1][O:2][C:3]1[CH:12]=[C:11]2[C:6]([C:7](=[O:18])[CH2:8][CH:9]([CH:13]3[CH2:17][CH2:16][CH2:15][O:14]3)[O:10]2)=[CH:5][CH:4]=1, predict the reactants needed to synthesize it. The reactants are: [CH3:1][O:2][C:3]1[CH:12]=[C:11]2[C:6]([C:7](=[O:18])[CH:8]=[C:9]([CH:13]3[CH2:17][CH2:16][CH2:15][O:14]3)[O:10]2)=[CH:5][CH:4]=1.C(N(CC)CC)C. (4) Given the product [F:16][C:14]([F:17])([F:15])[C:11]1[CH:12]=[CH:13][C:8]([O:7][CH2:6][CH2:5][C@H:2]2[CH2:3][O:4][C:19]([NH2:18])=[N:1]2)=[N:9][CH:10]=1, predict the reactants needed to synthesize it. The reactants are: [NH2:1][C@@H:2]([CH2:5][CH2:6][O:7][C:8]1[CH:13]=[CH:12][C:11]([C:14]([F:17])([F:16])[F:15])=[CH:10][N:9]=1)[CH2:3][OH:4].[N:18]#[C:19]Br. (5) Given the product [Br:6][C:7]1[CH:8]=[C:9]([C:12]([OH:15])=[O:13])[S:10][CH:11]=1, predict the reactants needed to synthesize it. The reactants are: S(=O)(=O)(O)O.[Br:6][C:7]1[CH:8]=[C:9]([CH:12]=[O:13])[S:10][CH:11]=1.C[OH:15]. (6) Given the product [N:3]1[CH:4]=[CH:5][CH:6]=[N:7][C:2]=1[C:9]#[C:8][C:10]1[CH:11]=[C:12]2[C:16](=[CH:17][CH:18]=1)[NH:15][N:14]=[CH:13]2, predict the reactants needed to synthesize it. The reactants are: Br[C:2]1[N:7]=[CH:6][CH:5]=[CH:4][N:3]=1.[C:8]([C:10]1[CH:11]=[C:12]2[C:16](=[CH:17][CH:18]=1)[NH:15][N:14]=[CH:13]2)#[CH:9]. (7) Given the product [CH2:18]([O:11][C:10](=[O:12])[CH2:9][C:4]1[CH:5]=[CH:6][C:7]([F:8])=[C:2]([Br:1])[CH:3]=1)[CH3:19], predict the reactants needed to synthesize it. The reactants are: [Br:1][C:2]1[CH:3]=[C:4]([CH2:9][C:10]([OH:12])=[O:11])[CH:5]=[CH:6][C:7]=1[F:8].S(=O)(=O)(O)O.[CH2:18](O)[CH3:19]. (8) Given the product [C:1]([O:5][C:6]([N:8]1[C:16]2[C:11](=[CH:12][C:13]([OH:17])=[CH:14][CH:15]=2)[C:10]([CH:25]2[CH2:33][C:32]3[C:27](=[CH:28][CH:29]=[CH:30][CH:31]=3)[N:26]2[C:34]([O:36][C:37]([CH3:40])([CH3:39])[CH3:38])=[O:35])=[N:9]1)=[O:7])([CH3:4])([CH3:3])[CH3:2], predict the reactants needed to synthesize it. The reactants are: [C:1]([O:5][C:6]([N:8]1[C:16]2[C:11](=[CH:12][C:13]([O:17]CC3C=CC=CC=3)=[CH:14][CH:15]=2)[C:10]([C:25]2[N:26]([C:34]([O:36][C:37]([CH3:40])([CH3:39])[CH3:38])=[O:35])[C:27]3[C:32]([CH:33]=2)=[CH:31][CH:30]=[CH:29][CH:28]=3)=[N:9]1)=[O:7])([CH3:4])([CH3:3])[CH3:2].C([O-])=O.[NH4+]. (9) Given the product [C:8]1([S:7]([F:19])([F:6])([F:16])([F:17])[F:18])[CH:9]=[CH:10][CH:11]=[CH:12][CH:13]=1, predict the reactants needed to synthesize it. The reactants are: F[B-](F)(F)F.[F:6][S:7]([F:19])([F:18])([F:17])([F:16])[C:8]1[CH:13]=[CH:12][C:11]([N+]#N)=[CH:10][CH:9]=1.